Dataset: Catalyst prediction with 721,799 reactions and 888 catalyst types from USPTO. Task: Predict which catalyst facilitates the given reaction. (1) Product: [CH3:1][C:2]1[CH:7]=[CH:6][C:5]([S:25][C:20]2[CH:21]=[CH:22][CH:23]=[CH:24][N:19]=2)=[C:4]([N+:16]([O-:18])=[O:17])[CH:3]=1. The catalyst class is: 18. Reactant: [CH3:1][C:2]1[CH:7]=[CH:6][C:5](OS(C(F)(F)F)(=O)=O)=[C:4]([N+:16]([O-:18])=[O:17])[CH:3]=1.[N:19]1[CH:24]=[CH:23][CH:22]=[CH:21][C:20]=1[SH:25].C([O-])([O-])=O.[K+].[K+]. (2) The catalyst class is: 1. Reactant: [CH2:1]([N:8]1[CH2:12][C@H:11]([C:13]2[CH:18]=[CH:17][C:16]([Cl:19])=[CH:15][CH:14]=2)[C@@H:10]([C:20](=[O:22])[CH3:21])[CH2:9]1)[C:2]1[CH:7]=[CH:6][CH:5]=[CH:4][CH:3]=1.[H-].[H-].[H-].[H-].[Li+].[Al+3]. Product: [CH2:1]([N:8]1[CH2:12][C@H:11]([C:13]2[CH:14]=[CH:15][C:16]([Cl:19])=[CH:17][CH:18]=2)[C@@H:10]([C@H:20]([OH:22])[CH3:21])[CH2:9]1)[C:2]1[CH:3]=[CH:4][CH:5]=[CH:6][CH:7]=1. (3) Product: [C:1]([C:5]1[N:10]=[C:9]([NH:51][CH2:50][C:46]2[S:45][CH:49]=[CH:48][CH:47]=2)[C:8]([C:12]([N:14]([CH2:32][CH:33]([CH3:35])[CH3:34])[C@H:15]2[CH2:20][NH:19][CH2:18][C@@H:17]([C:28]([O:30][CH3:31])=[O:29])[CH2:16]2)=[O:13])=[CH:7][N:6]=1)([CH3:4])([CH3:2])[CH3:3]. The catalyst class is: 3. Reactant: [C:1]([C:5]1[N:10]=[C:9](Cl)[C:8]([C:12]([N:14]([CH2:32][CH:33]([CH3:35])[CH3:34])[C@@H:15]2[CH2:20][N:19](C(OC(C)(C)C)=O)[CH2:18][C@H:17]([C:28]([O:30][CH3:31])=[O:29])[CH2:16]2)=[O:13])=[CH:7][N:6]=1)([CH3:4])([CH3:3])[CH3:2].C(N(C(C)C)CC)(C)C.[S:45]1[CH:49]=[CH:48][CH:47]=[C:46]1[CH2:50][NH2:51].C(=O)([O-])O.[Na+]. (4) Reactant: [I:1][C:2]1[CH:7]=[CH:6][C:5]([C:8]2[C:9]([C:14]([OH:16])=[O:15])=[CH:10][CH:11]=[CH:12][CH:13]=2)=[CH:4][CH:3]=1.[C:17](=O)([O-])O.[Na+].CI.O. Product: [I:1][C:2]1[CH:3]=[CH:4][C:5]([C:8]2[C:9]([C:14]([O:16][CH3:17])=[O:15])=[CH:10][CH:11]=[CH:12][CH:13]=2)=[CH:6][CH:7]=1. The catalyst class is: 9. (5) Reactant: [NH2:1][C:2]1[CH:9]=[CH:8][C:5]([C:6]#[N:7])=[CH:4][CH:3]=1.[CH2:10]([O:12][C:13](=[O:24])[C:14](=[CH:20]OCC)[C:15]([O:17][CH2:18][CH3:19])=[O:16])[CH3:11].CCCCCC. Product: [C:6]([C:5]1[CH:8]=[CH:9][C:2]([NH:1][CH:20]=[C:14]([C:13]([O:12][CH2:10][CH3:11])=[O:24])[C:15]([O:17][CH2:18][CH3:19])=[O:16])=[CH:3][CH:4]=1)#[N:7]. The catalyst class is: 11.